The task is: Predict the reactants needed to synthesize the given product.. This data is from Full USPTO retrosynthesis dataset with 1.9M reactions from patents (1976-2016). (1) Given the product [S:1]1[CH:5]=[CH:4][C:3]2[C:6]([CH:10]=[O:13])=[CH:7][CH:8]=[CH:9][C:2]1=2, predict the reactants needed to synthesize it. The reactants are: [S:1]1[CH:5]=[CH:4][C:3]2[C:6]([C:10]#N)=[CH:7][CH:8]=[CH:9][C:2]1=2.C(O)=[O:13]. (2) Given the product [CH3:15][S:16]([O:1][CH:2]1[CH2:3][CH2:4][N:5]([C:8]([O:10][C:11]([CH3:14])([CH3:13])[CH3:12])=[O:9])[CH2:6][CH2:7]1)(=[O:18])=[O:17], predict the reactants needed to synthesize it. The reactants are: [OH:1][CH:2]1[CH2:7][CH2:6][N:5]([C:8]([O:10][C:11]([CH3:14])([CH3:13])[CH3:12])=[O:9])[CH2:4][CH2:3]1.[CH3:15][S:16](Cl)(=[O:18])=[O:17].C(N(CC)CC)C.O. (3) Given the product [Cl:34][C:32]1[CH:33]=[C:28]([S:25]([C:22]2[CH:21]=[CH:20][C:19]([C:16]3[C:15]4[C:10](=[CH:11][CH:12]=[C:13]([F:36])[CH:14]=4)[CH:9]=[C:8]([CH2:7][C:6]([OH:37])=[O:5])[C:17]=3[CH3:18])=[CH:24][CH:23]=2)(=[O:27])=[O:26])[CH:29]=[C:30]([Cl:35])[CH:31]=1, predict the reactants needed to synthesize it. The reactants are: O.[OH-].[Li+].C[O:5][C:6](=[O:37])[CH2:7][C:8]1[C:17]([CH3:18])=[C:16]([C:19]2[CH:24]=[CH:23][C:22]([S:25]([C:28]3[CH:33]=[C:32]([Cl:34])[CH:31]=[C:30]([Cl:35])[CH:29]=3)(=[O:27])=[O:26])=[CH:21][CH:20]=2)[C:15]2[C:10](=[CH:11][CH:12]=[C:13]([F:36])[CH:14]=2)[CH:9]=1. (4) Given the product [NH:22]1[C:21]2[CH:20]=[CH:19][C:6]([NH:7][C:8](=[O:18])[C:9]3[CH:14]=[CH:13][C:12]([N:15]([CH3:17])[CH3:16])=[CH:11][CH:10]=3)=[CH:5][C:4]=2[N:1]=[C:34]1[C:32]1[CH:31]=[CH:30][C:29]2[NH:25][CH:26]=[N:27][C:28]=2[CH:33]=1, predict the reactants needed to synthesize it. The reactants are: [N+:1]([C:4]1[CH:5]=[C:6]([CH:19]=[CH:20][C:21]=1[N+:22]([O-])=O)[NH:7][C:8](=[O:18])[C:9]1[CH:14]=[CH:13][C:12]([N:15]([CH3:17])[CH3:16])=[CH:11][CH:10]=1)([O-])=O.[N:25]1[C:29]2[CH:30]=[CH:31][C:32]([CH:34]=O)=[CH:33][C:28]=2[NH:27][CH:26]=1.